This data is from Reaction yield outcomes from USPTO patents with 853,638 reactions. The task is: Predict the reaction yield, written as a fraction of the theoretical maximum amount of product (1.0 means a 100% yield; for example, 0.34 means a 34% yield). (1) The reactants are [Br-].[CH2:2]([C:4]1([O:9][C:10](=[O:34])[CH2:11][O:12][C:13]2[C:18]([CH3:19])=[CH:17][C:16]([S+:20]3[C:24]4[CH:25]=[CH:26][CH:27]=[CH:28][C:23]=4[C:22]4[CH:29]=[CH:30][CH:31]=[CH:32][C:21]3=4)=[CH:15][C:14]=2[CH3:33])[CH2:8][CH2:7][CH2:6][CH2:5]1)[CH3:3].[OH:35][C:36]12[CH2:45][CH:40]3[CH2:41][CH:42]([CH2:44][CH:38]([CH2:39]3)[CH2:37]1)[CH2:43]2.[Na].[C:47]([O:50][CH:51]([CH3:62])[C:52]([F:61])([F:60])[C:53]([F:59])([F:58])[S:54]([O-:57])(=[O:56])=[O:55])(=[O:49])[CH3:48].O. The catalyst is ClCCl. The product is [OH:35][C:36]12[CH2:37][CH:38]3[CH2:44][CH:42]([CH2:41][C:40]([CH2:48][C:47]([O:50][CH:51]([CH3:62])[C:52]([F:61])([F:60])[C:53]([F:59])([F:58])[S:54]([O-:57])(=[O:56])=[O:55])=[O:49])([CH2:39]3)[CH2:45]1)[CH2:43]2.[CH2:2]([C:4]1([O:9][C:10](=[O:34])[CH2:11][O:12][C:13]2[C:14]([CH3:33])=[CH:15][C:16]([S+:20]3[C:21]4[CH:32]=[CH:31][CH:30]=[CH:29][C:22]=4[C:23]4[CH:28]=[CH:27][CH:26]=[CH:25][C:24]3=4)=[CH:17][C:18]=2[CH3:19])[CH2:8][CH2:7][CH2:6][CH2:5]1)[CH3:3]. The yield is 0.910. (2) The product is [CH:23]([O:24][C:13]1[N:12]2[C:18]([NH:19][C:20]3[CH:29]=[CH:28][C:23]4[O:24][CH2:25][CH2:26][O:27][C:22]=4[CH:21]=3)=[C:9]([C:3]3[C:4]([F:8])=[CH:5][CH:6]=[CH:7][C:2]=3[Cl:1])[N:10]=[C:11]2[CH:16]=[CH:15][CH:14]=1)([CH2:22][CH3:21])[CH3:28]. The reactants are [Cl:1][C:2]1[CH:7]=[CH:6][CH:5]=[C:4]([F:8])[C:3]=1[C:9]1[N:10]=[C:11]2[CH:16]=[CH:15][CH:14]=[C:13](F)[N:12]2[C:18]=1[NH:19][C:20]1[CH:29]=[CH:28][C:23]2[O:24][CH2:25][CH2:26][O:27][C:22]=2[CH:21]=1. The catalyst is CC(O)CC. The yield is 0.740. (3) The reactants are B1(C)OC(C2C=CC=CC=2)(C2C=CC=CC=2)[C@@H]2N1CCC2.[CH2:22]([O:29][C:30]([N:32]1[C:41]2[C:36](=[CH:37][CH:38]=[CH:39][CH:40]=2)[C:35](=[O:42])[CH2:34][CH2:33]1)=[O:31])[C:23]1[CH:28]=[CH:27][CH:26]=[CH:25][CH:24]=1.CO. The catalyst is ClCCl. The product is [CH2:22]([O:29][C:30]([N:32]1[C:41]2[C:36](=[CH:37][CH:38]=[CH:39][CH:40]=2)[C@@H:35]([OH:42])[CH2:34][CH2:33]1)=[O:31])[C:23]1[CH:28]=[CH:27][CH:26]=[CH:25][CH:24]=1. The yield is 0.990. (4) The reactants are [CH:1]1[CH:6]=[C:5]2[C:7]([C:9]([OH:13])(O)[C:10](=[O:11])[C:4]2=[CH:3][CH:2]=1)=[O:8].[OH:14][C:15]1[CH:16]=[C:17]([C:21](=[O:23])[CH3:22])[CH:18]=[CH:19][CH:20]=1. The catalyst is C(O)(=O)C.C(Cl)Cl. The product is [C:21]([C:17]1[CH:18]=[CH:19][C:20]([C:9]2([OH:13])[C:10](=[O:11])[C:4]3[C:5](=[CH:6][CH:1]=[CH:2][CH:3]=3)[C:7]2=[O:8])=[C:15]([OH:14])[CH:16]=1)(=[O:23])[CH3:22]. The yield is 0.790.